Dataset: NCI-60 drug combinations with 297,098 pairs across 59 cell lines. Task: Regression. Given two drug SMILES strings and cell line genomic features, predict the synergy score measuring deviation from expected non-interaction effect. (1) Drug 1: C(=O)(N)NO. Drug 2: C1=CC=C(C(=C1)C(C2=CC=C(C=C2)Cl)C(Cl)Cl)Cl. Cell line: ACHN. Synergy scores: CSS=-24.0, Synergy_ZIP=34.0, Synergy_Bliss=36.5, Synergy_Loewe=4.71, Synergy_HSA=2.32. (2) Drug 1: C1=NC2=C(N1)C(=S)N=C(N2)N. Drug 2: CC1C(C(CC(O1)OC2CC(CC3=C2C(=C4C(=C3O)C(=O)C5=C(C4=O)C(=CC=C5)OC)O)(C(=O)CO)O)N)O.Cl. Cell line: SK-MEL-5. Synergy scores: CSS=58.0, Synergy_ZIP=-6.59, Synergy_Bliss=-10.2, Synergy_Loewe=-19.0, Synergy_HSA=-8.48. (3) Drug 1: CN1C2=C(C=C(C=C2)N(CCCl)CCCl)N=C1CCCC(=O)O.Cl. Drug 2: B(C(CC(C)C)NC(=O)C(CC1=CC=CC=C1)NC(=O)C2=NC=CN=C2)(O)O. Cell line: PC-3. Synergy scores: CSS=57.0, Synergy_ZIP=3.60, Synergy_Bliss=3.76, Synergy_Loewe=-33.1, Synergy_HSA=4.16. (4) Drug 1: CC(C)(C#N)C1=CC(=CC(=C1)CN2C=NC=N2)C(C)(C)C#N. Drug 2: CN(CC1=CN=C2C(=N1)C(=NC(=N2)N)N)C3=CC=C(C=C3)C(=O)NC(CCC(=O)O)C(=O)O. Cell line: MCF7. Synergy scores: CSS=39.7, Synergy_ZIP=8.71, Synergy_Bliss=8.38, Synergy_Loewe=-10.6, Synergy_HSA=7.89. (5) Drug 1: C1=C(C(=O)NC(=O)N1)F. Drug 2: C#CCC(CC1=CN=C2C(=N1)C(=NC(=N2)N)N)C3=CC=C(C=C3)C(=O)NC(CCC(=O)O)C(=O)O. Cell line: CCRF-CEM. Synergy scores: CSS=16.8, Synergy_ZIP=-9.34, Synergy_Bliss=-18.6, Synergy_Loewe=-18.0, Synergy_HSA=-18.0. (6) Drug 2: CCC1(CC2CC(C3=C(CCN(C2)C1)C4=CC=CC=C4N3)(C5=C(C=C6C(=C5)C78CCN9C7C(C=CC9)(C(C(C8N6C=O)(C(=O)OC)O)OC(=O)C)CC)OC)C(=O)OC)O.OS(=O)(=O)O. Drug 1: CC12CCC3C(C1CCC2=O)CC(=C)C4=CC(=O)C=CC34C. Cell line: EKVX. Synergy scores: CSS=42.1, Synergy_ZIP=-1.97, Synergy_Bliss=1.76, Synergy_Loewe=-3.19, Synergy_HSA=4.04. (7) Drug 1: C1CC(C1)(C(=O)O)C(=O)O.[NH2-].[NH2-].[Pt+2]. Drug 2: CC1=C(C(=O)C2=C(C1=O)N3CC4C(C3(C2COC(=O)N)OC)N4)N. Cell line: RPMI-8226. Synergy scores: CSS=36.3, Synergy_ZIP=1.57, Synergy_Bliss=3.49, Synergy_Loewe=2.91, Synergy_HSA=6.40.